Task: Binary Classification. Given a drug SMILES string, predict its activity (active/inactive) in a high-throughput screening assay against a specified biological target.. Dataset: Tyrosyl-DNA phosphodiesterase HTS with 341,365 compounds (1) The molecule is S(=O)(=O)(N1CCCC1)c1cc(c(O)cc1)C(OCC(=O)NCCc1ccc(OC)cc1)=O. The result is 0 (inactive). (2) The drug is s1c(nc(CC(=O)Nc2cc(F)c(F)cc2)c1)NC(=O)Nc1c(OC)cccc1. The result is 0 (inactive). (3) The result is 0 (inactive). The molecule is O=C(NC1CCCc2c1cccc2)CN(CC(=O)Nc1ccc(cc1)C)C. (4) The compound is Clc1c(CSCC(=O)NC2CC3N(C(CC3)C2)C)ccc(Cl)c1. The result is 0 (inactive). (5) The drug is Clc1ccc(C(=O)Nc2c(N3CCC(CC3)C(OCC)=O)cc3n(c(=O)n(c3c2)C)C)cc1. The result is 0 (inactive).